Dataset: Forward reaction prediction with 1.9M reactions from USPTO patents (1976-2016). Task: Predict the product of the given reaction. (1) Given the reactants [CH3:1][O:2][C:3](=[O:27])[NH:4][C@@H:5]1[C@@H:9]([NH:10][C:11](=[O:19])[CH2:12][CH2:13][C:14]([F:18])([F:17])[CH2:15]Cl)[CH2:8][N:7]([CH2:20][C:21]2[CH:26]=[CH:25][CH:24]=[CH:23][CH:22]=2)[CH2:6]1.CC(C)([O-])C.[Na+], predict the reaction product. The product is: [CH3:1][O:2][C:3](=[O:27])[NH:4][C@@H:5]1[C@@H:9]([N:10]2[CH2:15][C:14]([F:18])([F:17])[CH2:13][CH2:12][C:11]2=[O:19])[CH2:8][N:7]([CH2:20][C:21]2[CH:26]=[CH:25][CH:24]=[CH:23][CH:22]=2)[CH2:6]1. (2) Given the reactants [OH-].[Na+].[C:3]([N:10]1[CH2:15][CH2:14][CH:13]([C:16]2[N:17]([CH:26]3[CH2:28][CH2:27]3)[N:18]=[CH:19][C:20]=2[C:21]([O:23]CC)=[O:22])[CH2:12][CH2:11]1)([O:5][C:6]([CH3:9])([CH3:8])[CH3:7])=[O:4], predict the reaction product. The product is: [C:3]([N:10]1[CH2:11][CH2:12][CH:13]([C:16]2[N:17]([CH:26]3[CH2:28][CH2:27]3)[N:18]=[CH:19][C:20]=2[C:21]([OH:23])=[O:22])[CH2:14][CH2:15]1)([O:5][C:6]([CH3:9])([CH3:8])[CH3:7])=[O:4]. (3) Given the reactants [CH2:1]([C:4]1[CH:5]=[CH:6][CH:7]=[C:8]2[C:13]=1[O:12][C:11](=[O:14])[CH:10]=[CH:9]2)[CH:2]=C.[O:15]1CCOCC1, predict the reaction product. The product is: [O:14]=[C:11]1[CH:10]=[CH:9][C:8]2[C:13](=[C:4]([CH2:1][CH:2]=[O:15])[CH:5]=[CH:6][CH:7]=2)[O:12]1.